Dataset: Reaction yield outcomes from USPTO patents with 853,638 reactions. Task: Predict the reaction yield, written as a fraction of the theoretical maximum amount of product (1.0 means a 100% yield; for example, 0.34 means a 34% yield). (1) The reactants are [F:1][C:2]1[C:29]([NH:30][S:31]([CH2:34][CH2:35][CH3:36])(=[O:33])=[O:32])=[CH:28][CH:27]=[C:26]([F:37])[C:3]=1[C:4]([NH:6][C:7]1[CH:8]=[C:9]2[C:15](I)=[CH:14][N:13](S(C3C=CC=CC=3)(=O)=O)[C:10]2=[N:11][CH:12]=1)=[O:5].C([O-])([O-])=O.[K+].[K+].[CH3:44][N:45](C=O)C. The catalyst is CO.O. The product is [C:44]([C:15]1[C:9]2[C:10](=[N:11][CH:12]=[C:7]([NH:6][C:4](=[O:5])[C:3]3[C:26]([F:37])=[CH:27][CH:28]=[C:29]([NH:30][S:31]([CH2:34][CH2:35][CH3:36])(=[O:32])=[O:33])[C:2]=3[F:1])[CH:8]=2)[NH:13][CH:14]=1)#[N:45]. The yield is 0.180. (2) The reactants are [NH2:1][C:2]1[CH:7]=[CH:6][C:5]([N+:8]([O-])=O)=[CH:4][C:3]=1[S:11]([NH2:14])(=[O:13])=[O:12].CO.[H][H]. The catalyst is [Pd].O1CCCC1. The product is [NH2:1][C:2]1[CH:7]=[CH:6][C:5]([NH2:8])=[CH:4][C:3]=1[S:11]([NH2:14])(=[O:12])=[O:13]. The yield is 0.980. (3) The reactants are COC1C=C(C=CC=1)CN(CC1C=CC(C(OC)=O)=CC=1)S(C1C=CC(Cl)=CC=1)(=O)=O.[Cl:32][C:33]1[CH:38]=[CH:37][C:36]([S:39]([NH:42][CH2:43][C:44]2[CH:53]=[CH:52][C:47]([C:48]([O:50][CH3:51])=[O:49])=[C:46]([F:54])[CH:45]=2)(=[O:41])=[O:40])=[CH:35][CH:34]=1.[F:55][C:56]1[CH:63]=[CH:62][CH:61]=[CH:60][C:57]=1[CH2:58]Br. No catalyst specified. The product is [Cl:32][C:33]1[CH:34]=[CH:35][C:36]([S:39]([N:42]([CH2:43][C:44]2[CH:53]=[CH:52][C:47]([C:48]([O:50][CH3:51])=[O:49])=[C:46]([F:54])[CH:45]=2)[CH2:58][C:57]2[CH:60]=[CH:61][CH:62]=[CH:63][C:56]=2[F:55])(=[O:41])=[O:40])=[CH:37][CH:38]=1. The yield is 0.920. (4) The reactants are [Br:1][C:2]1[CH:7]=[CH:6][C:5]([C:8]([CH3:19])([C:14](OCC)=[O:15])[C:9](OCC)=[O:10])=[CH:4][CH:3]=1.[H-].[Al+3].[Li+].[H-].[H-].[H-]. The catalyst is C1COCC1. The product is [Br:1][C:2]1[CH:3]=[CH:4][C:5]([C:8]([CH3:19])([CH2:14][OH:15])[CH2:9][OH:10])=[CH:6][CH:7]=1. The yield is 0.790.